Dataset: Reaction yield outcomes from USPTO patents with 853,638 reactions. Task: Predict the reaction yield, written as a fraction of the theoretical maximum amount of product (1.0 means a 100% yield; for example, 0.34 means a 34% yield). (1) The reactants are [N+:1]([C:4]1[CH:11]=[CH:10][C:7]([CH:8]=O)=[CH:6][CH:5]=1)([O-:3])=[O:2].[NH:12]1[CH2:17][CH2:16][C:15](=[O:18])[CH2:14][CH2:13]1.Cl.S(=O)(=O)(O)O. The catalyst is C(O)(=O)C. The product is [N+:1]([C:4]1[CH:11]=[CH:10][C:7](/[CH:8]=[C:14]2\[CH2:13][NH:12][CH2:17]/[C:16](=[CH:8]\[C:7]3[CH:10]=[CH:11][C:4]([N+:1]([O-:3])=[O:2])=[CH:5][CH:6]=3)/[C:15]\2=[O:18])=[CH:6][CH:5]=1)([O-:3])=[O:2]. The yield is 0.530. (2) The yield is 0.400. The reactants are [NH2:1][C@:2]12[CH2:37][CH2:36][C@@H:35]([C:38]([CH3:40])=[CH2:39])[C@@H:3]1[C@@H:4]1[C@@:17]([CH3:20])([CH2:18][CH2:19]2)[C@@:16]2([CH3:21])[C@@H:7]([C@:8]3([CH3:34])[C@@H:13]([CH2:14][CH2:15]2)[C:12]([CH3:23])([CH3:22])[C:11]([C:24]2[CH:33]=[CH:32][C:27]([C:28]([O:30]C)=[O:29])=[CH:26][CH:25]=2)=[CH:10][CH2:9]3)[CH2:6][CH2:5]1.CN(C)CCC(N[C@]12CC[C@@H](C(C)=C)[C@@H]1[C@@H]1[C@@](C)(CC2)[C@@]2(C)[C@@H]([C@]3(C)[C@@H](CC2)C(C)(C)C(C2C=CC(C(O)=O)=CC=2)=CC3)CC1)=O.[N:87]1([CH2:93][C:94](O)=[O:95])[CH2:92][CH2:91][O:90][CH2:89][CH2:88]1. The product is [CH3:20][C@:17]12[C@@:16]3([CH3:21])[C@@H:7]([C@:8]4([CH3:34])[C@@H:13]([CH2:14][CH2:15]3)[C:12]([CH3:22])([CH3:23])[C:11]([C:24]3[CH:25]=[CH:26][C:27]([C:28]([OH:30])=[O:29])=[CH:32][CH:33]=3)=[CH:10][CH2:9]4)[CH2:6][CH2:5][C@@H:4]1[C@H:3]1[C@H:35]([C:38]([CH3:40])=[CH2:39])[CH2:36][CH2:37][C@:2]1([NH:1][C:94](=[O:95])[CH2:93][N:87]1[CH2:92][CH2:91][O:90][CH2:89][CH2:88]1)[CH2:19][CH2:18]2. No catalyst specified. (3) The reactants are C([O:3][C:4](=[O:15])[C:5]([S:8]([N:11]1[CH2:14][CH2:13][CH2:12]1)(=[O:10])=[O:9])([CH3:7])[CH3:6])C.C[Si](C)(C)[O-].[K+]. The catalyst is C1COCC1.Cl. The product is [N:11]1([S:8]([C:5]([CH3:7])([CH3:6])[C:4]([OH:15])=[O:3])(=[O:10])=[O:9])[CH2:12][CH2:13][CH2:14]1. The yield is 0.940. (4) The reactants are [Si:1]([O:8]S(C(F)(F)F)(=O)=O)([C:4]([CH3:7])([CH3:6])[CH3:5])([CH3:3])[CH3:2].[Cl:16][C:17]1[CH:18]=[CH:19][C:20]2[N:26]3[CH2:27][C@H:23]([C@H:24](O)[CH2:25]3)[NH:22][C:21]=2[N:29]=1. The catalyst is C(Cl)Cl. The product is [Si:1]([O:8][C@H:24]1[C@H:23]2[CH2:27][N:26]([C:20]3[CH:19]=[CH:18][C:17]([Cl:16])=[N:29][C:21]=3[NH:22]2)[CH2:25]1)([C:4]([CH3:7])([CH3:6])[CH3:5])([CH3:3])[CH3:2]. The yield is 0.730. (5) The reactants are [Br:1][C:2]1[C:7]([CH3:8])=[CH:6][N+:5]([O-])=[CH:4][C:3]=1[CH3:10].C1(P(C2C=CC=CC=2)C2C=CC=CC=2)C=CC=CC=1.C1(C)C=CC=CC=1. The catalyst is C(OCC)(=O)C. The product is [Br:1][C:2]1[C:7]([CH3:8])=[CH:6][N:5]=[CH:4][C:3]=1[CH3:10]. The yield is 0.380. (6) The reactants are [CH3:1][C:2]1[N:7]=[CH:6][C:5]([C:8](O)=[O:9])=[CH:4][N:3]=1.[BH4-].[Na+]. The catalyst is C(O)C. The product is [CH3:1][C:2]1[N:7]=[CH:6][C:5]([CH2:8][OH:9])=[CH:4][N:3]=1. The yield is 0.626.